Dataset: Forward reaction prediction with 1.9M reactions from USPTO patents (1976-2016). Task: Predict the product of the given reaction. (1) The product is: [CH3:31][O:30][C:6]1[CH:5]=[C:4]([C:2]2[S:3][C:33]3[CH2:38][CH2:37][CH2:36][CH2:35][C:34]=3[N:1]=2)[CH:29]=[CH:28][C:7]=1[O:8][CH2:9][CH2:10][CH2:11][O:12][C:13]1[CH:14]=[C:15]2[C:19](=[CH:20][CH:21]=1)[C@H:18]([CH2:22][C:23]([O:25][CH2:26][CH3:27])=[O:24])[CH2:17][CH2:16]2. Given the reactants [NH2:1][C:2]([C:4]1[CH:29]=[CH:28][C:7]([O:8][CH2:9][CH2:10][CH2:11][O:12][C:13]2[CH:14]=[C:15]3[C:19](=[CH:20][CH:21]=2)[C@H:18]([CH2:22][C:23]([O:25][CH2:26][CH3:27])=[O:24])[CH2:17][CH2:16]3)=[C:6]([O:30][CH3:31])[CH:5]=1)=[S:3].Cl[CH:33]1[CH2:38][CH2:37][CH2:36][CH2:35][C:34]1=O, predict the reaction product. (2) Given the reactants Cl.N1C=C[CH:5]=[CH:4][CH:3]=1.C(OCC)(OCC)(OCC)CC.[NH2:20][C:21]1[C:22]2[N:23]([N:38]=[N:39][N:40]=2)[C:24]([CH3:37])=[C:25]([CH3:36])[C:26]=1[NH:27][CH2:28][CH2:29][CH2:30][C:31]([O:33][CH2:34][CH3:35])=[O:32], predict the reaction product. The product is: [CH2:4]([C:5]1[N:27]([CH2:28][CH2:29][CH2:30][C:31]([O:33][CH2:34][CH3:35])=[O:32])[C:26]2[C:25]([CH3:36])=[C:24]([CH3:37])[N:23]3[N:38]=[N:39][N:40]=[C:22]3[C:21]=2[N:20]=1)[CH3:3]. (3) Given the reactants [CH3:1][NH:2][C:3](=[O:6])[CH:4]=[CH2:5].[CH:7]([NH2:11])([CH2:9][CH3:10])[CH3:8], predict the reaction product. The product is: [CH3:8][CH:7]([NH:11][CH2:5][CH2:4][C:3]([NH:2][CH3:1])=[O:6])[CH2:9][CH3:10]. (4) Given the reactants C(Cl)(=O)C(Cl)=O.CS(C)=O.[CH3:11][O:12][C:13]1[C:18]([C:19]([CH3:30])([CH3:29])[CH2:20][C:21]([OH:28])([CH2:26][OH:27])[C:22]([F:25])([F:24])[F:23])=[CH:17][CH:16]=[CH:15][C:14]=1[CH2:31][C:32]#[N:33].C(N(CC)CC)C, predict the reaction product. The product is: [CH3:11][O:12][C:13]1[C:18]([C:19]([CH3:30])([CH3:29])[CH2:20][C:21]([OH:28])([CH:26]=[O:27])[C:22]([F:23])([F:25])[F:24])=[CH:17][CH:16]=[CH:15][C:14]=1[CH2:31][C:32]#[N:33]. (5) Given the reactants [H-].[Al+3].[Li+].[H-].[H-].[H-].[CH3:7][N:8]([CH3:24])[C:9](=O)[CH:10]([CH3:22])[CH:11]([C:14]1[CH:19]=[CH:18][CH:17]=[C:16]([O:20][CH3:21])[CH:15]=1)[CH2:12][CH3:13], predict the reaction product. The product is: [CH3:21][O:20][C:16]1[CH:15]=[C:14]([CH:11]([CH2:12][CH3:13])[CH:10]([CH3:22])[CH2:9][N:8]([CH3:24])[CH3:7])[CH:19]=[CH:18][CH:17]=1. (6) The product is: [CH2:1]([O:4][C:5]1[C:6]2[N:7]=[CH:8][N:9]([C:32]=2[N:33]=[C:34]([N:36]=[N+:41]=[N-:42])[N:35]=1)[C@@H:10]1[O:31][C@H:21]([CH2:22][O:23][Si:24]([C:27]([CH3:28])([CH3:29])[CH3:30])([CH3:26])[CH3:25])[C@@H:12]([O:13][Si:14]([C:17]([CH3:20])([CH3:19])[CH3:18])([CH3:15])[CH3:16])[CH2:11]1)[CH:2]=[CH2:3]. Given the reactants [CH2:1]([O:4][C:5]1[C:6]2[N:7]=[CH:8][N:9]([C:32]=2[N:33]=[C:34]([NH2:36])[N:35]=1)[C@@H:10]1[O:31][C@H:21]([CH2:22][O:23][Si:24]([C:27]([CH3:30])([CH3:29])[CH3:28])([CH3:26])[CH3:25])[C@@H:12]([O:13][Si:14]([C:17]([CH3:20])([CH3:19])[CH3:18])([CH3:16])[CH3:15])[CH2:11]1)[CH:2]=[CH2:3].[Si]([N:41]=[N+:42]=[N-])(C)(C)C, predict the reaction product. (7) Given the reactants [C:1]([C:3](=[CH2:9])[C:4]([O:6][CH2:7][CH3:8])=[O:5])#[N:2].C1CC=CC=1.[C:15]1([CH3:21])[CH:20]=CC=[CH:17][CH:16]=1, predict the reaction product. The product is: [C:1]([C:3]1([C:4]([O:6][CH2:7][CH3:8])=[O:5])[CH2:20][CH:15]2[CH2:21][CH:9]1[CH:17]=[CH:16]2)#[N:2]. (8) Given the reactants [Cl:1][C:2]1[CH:3]=[C:4]([C@H:8]([O:38][CH2:39][CH2:40][OH:41])[C@@H:9]2[CH2:14][CH2:13][CH2:12][N:11]([C:15]([NH:17][C@@H:18]([CH2:31][CH:32]3[CH2:37][CH2:36][CH2:35][CH2:34][CH2:33]3)[CH2:19][N:20]([CH3:30])[C:21](=[O:29])[O:22][CH2:23][CH2:24][Si:25]([CH3:28])([CH3:27])[CH3:26])=[O:16])[CH2:10]2)[CH:5]=[CH:6][CH:7]=1.CCN(C(C)C)C(C)C.Cl[C:52]([O:54][C:55]1[CH:60]=[CH:59][C:58]([N+:61]([O-:63])=[O:62])=[CH:57][CH:56]=1)=[O:53], predict the reaction product. The product is: [Cl:1][C:2]1[CH:3]=[C:4]([C@H:8]([O:38][CH2:39][CH2:40][O:41][C:52]([O:54][C:55]2[CH:56]=[CH:57][C:58]([N+:61]([O-:63])=[O:62])=[CH:59][CH:60]=2)=[O:53])[C@@H:9]2[CH2:14][CH2:13][CH2:12][N:11]([C:15]([NH:17][C@@H:18]([CH2:31][CH:32]3[CH2:33][CH2:34][CH2:35][CH2:36][CH2:37]3)[CH2:19][N:20]([CH3:30])[C:21](=[O:29])[O:22][CH2:23][CH2:24][Si:25]([CH3:27])([CH3:28])[CH3:26])=[O:16])[CH2:10]2)[CH:5]=[CH:6][CH:7]=1. (9) Given the reactants C[Si](C)(C)N[Si](C)(C)C.[Li]CCCC.[CH3:15][C:16]([CH:18]1[CH2:20][CH2:19]1)=[O:17].[F:21][CH:22]([F:27])[C:23](OC)=[O:24], predict the reaction product. The product is: [CH:18]1([C:16](=[O:17])/[CH:15]=[C:23](\[OH:24])/[CH:22]([F:27])[F:21])[CH2:20][CH2:19]1. (10) Given the reactants [CH3:1][O:2][CH2:3][O:4][C:5]1[C:9]([C:10](OCC)=[O:11])=[CH:8][N:7]([C:15]2[CH:20]=[CH:19][CH:18]=[CH:17][C:16]=2[CH3:21])[N:6]=1.[H-].[Al+3].[Li+].[H-].[H-].[H-].O.O.O.O.O.O.O.O.O.O.S([O-])([O-])(=O)=O.[Na+].[Na+], predict the reaction product. The product is: [CH3:1][O:2][CH2:3][O:4][C:5]1[C:9]([CH2:10][OH:11])=[CH:8][N:7]([C:15]2[CH:20]=[CH:19][CH:18]=[CH:17][C:16]=2[CH3:21])[N:6]=1.